From a dataset of Full USPTO retrosynthesis dataset with 1.9M reactions from patents (1976-2016). Predict the reactants needed to synthesize the given product. (1) Given the product [OH:2][C:3]1[CH:4]=[C:5]([C:9]2[CH:14]=[CH:13][CH:12]=[CH:11][CH:10]=2)[CH:6]=[CH:7][C:8]=1[C:19](=[O:21])[CH3:20], predict the reactants needed to synthesize it. The reactants are: C[O:2][C:3]1[CH:4]=[C:5]([C:9]2[CH:14]=[CH:13][CH:12]=[CH:11][CH:10]=2)[CH:6]=[CH:7][CH:8]=1.[Cl-].[Al+3].[Cl-].[Cl-].[C:19](Cl)(=[O:21])[CH3:20].Cl. (2) Given the product [OH:26][NH:25][C:21]([C:19]1[CH:18]=[CH:17][C:15]2[CH2:16][N:10]([C:8]([N:3]3[CH2:4][CH2:5][CH2:6][CH2:7][CH:2]3[CH3:1])=[O:9])[CH2:11][CH2:12][O:13][C:14]=2[CH:20]=1)=[O:23], predict the reactants needed to synthesize it. The reactants are: [CH3:1][CH:2]1[CH2:7][CH2:6][CH2:5][CH2:4][N:3]1[C:8]([N:10]1[CH2:16][C:15]2[CH:17]=[CH:18][C:19]([C:21]([O:23]C)=O)=[CH:20][C:14]=2[O:13][CH2:12][CH2:11]1)=[O:9].[NH2:25][OH:26].[OH-].[Na+]. (3) Given the product [CH3:15][C:9]1[CH:10]=[C:11]([OH:12])[N:1]=[C:2]2[NH:6][N:5]=[C:4]([OH:7])[C:3]=12, predict the reactants needed to synthesize it. The reactants are: [NH2:1][C:2]1[CH:3]=[C:4]([OH:7])[NH:5][N:6]=1.O=[C:9]([CH3:15])[CH2:10][C:11](OC)=[O:12].O. (4) The reactants are: [Cl:1][C:2]1[N:6]([CH3:7])[N:5]=[C:4]([C:8]2[CH:13]=[CH:12][CH:11]=[CH:10][N:9]=2)[C:3]=1[CH:14]([C:17]1[CH:22]=[CH:21][C:20]([Cl:23])=[CH:19][C:18]=1[CH3:24])C=O.C1(P(=[CH:44][C:45]([O:47][CH3:48])=[O:46])(C2C=CC=CC=2)C2C=CC=CC=2)C=CC=CC=1.[CH2:49]1COCC1. Given the product [Cl:1][C:2]1[N:6]([CH3:7])[N:5]=[C:4]([C:8]2[CH:13]=[CH:12][CH:11]=[CH:10][N:9]=2)[C:3]=1/[C:14](/[C:17]1[CH:22]=[CH:21][C:20]([Cl:23])=[CH:19][C:18]=1[CH3:24])=[CH:49]\[CH2:44][C:45]([O:47][CH3:48])=[O:46], predict the reactants needed to synthesize it. (5) Given the product [Cl:1][C:2]1[N:7]=[C:6]([NH:14][C@H:13]([C:12]([O:11][CH3:10])=[O:22])[CH2:15][C:16]2[CH:21]=[CH:20][CH:19]=[CH:18][CH:17]=2)[CH:5]=[CH:4][N:3]=1, predict the reactants needed to synthesize it. The reactants are: [Cl:1][C:2]1[N:7]=[C:6](Cl)[CH:5]=[CH:4][N:3]=1.Cl.[CH3:10][O:11][C:12](=[O:22])[CH:13]([CH2:15][C:16]1[CH:21]=[CH:20][CH:19]=[CH:18][CH:17]=1)[NH2:14].C(N(CC)C(C)C)(C)C.